Dataset: CYP2C9 inhibition data for predicting drug metabolism from PubChem BioAssay. Task: Regression/Classification. Given a drug SMILES string, predict its absorption, distribution, metabolism, or excretion properties. Task type varies by dataset: regression for continuous measurements (e.g., permeability, clearance, half-life) or binary classification for categorical outcomes (e.g., BBB penetration, CYP inhibition). Dataset: cyp2c9_veith. (1) The molecule is O=C1CSC(=S)N1/N=C\c1ccc(Cl)c([N+](=O)[O-])c1. The result is 0 (non-inhibitor). (2) The drug is CCCN1C(=O)C2(/C(=C(\O)c3ccc4c(c3)OCCO4)C(=O)C(=O)N2CCCOC)c2ccccc21. The result is 0 (non-inhibitor). (3) The drug is Cc1ccc(S(=O)(=O)N[C@H]2COC(=O)[C@@H](C)COC(=O)[C@H](C)NC(=O)C/C=C\[C@H]2C)cc1. The result is 0 (non-inhibitor). (4) The molecule is CNc1ccnc(-c2ccccc2CN(C)C)n1. The result is 0 (non-inhibitor). (5) The drug is O=C(O)C1=C/C(=C(/c2ccccc2)c2cc(C(=O)O)c(O)c3ccccc23)c2ccccc2C1=O. The result is 0 (non-inhibitor). (6) The result is 0 (non-inhibitor). The compound is CC(=O)NCCc1c[nH]c2ccc(O)cc12.